From a dataset of Full USPTO retrosynthesis dataset with 1.9M reactions from patents (1976-2016). Predict the reactants needed to synthesize the given product. (1) Given the product [C:6]([O:10][C:11](=[O:29])[NH:12][C@@H:13]([C:17]1[NH:27][C:26](=[O:28])[C:20]2[C:19](=[CH:24][C:23]([Cl:25])=[CH:22][CH:21]=2)[N:18]=1)[CH:14]([CH3:16])[CH3:15])([CH3:8])([CH3:9])[CH3:7], predict the reactants needed to synthesize it. The reactants are: C1COCC1.[C:6]([O:10][C:11](=[O:29])[NH:12][C@@H:13]([CH:17]=[N:18][C:19]1[CH:24]=[C:23]([Cl:25])[CH:22]=[CH:21][C:20]=1[C:26](=[O:28])[NH2:27])[CH:14]([CH3:16])[CH3:15])([CH3:9])([CH3:8])[CH3:7].O.[OH-].[Li+].Cl. (2) Given the product [CH3:16][N:15]([CH2:14][C:10]1[CH:9]=[C:8]([NH:7][C:5]([C@H:4]([NH:3][C:41]([CH:38]2[CH2:37][CH2:36][N:35]([C:29]3[CH:34]=[CH:33][CH:32]=[CH:31][CH:30]=3)[CH2:40][CH2:39]2)=[O:42])[C@H:18]([C:20]2[C:28]3[C:23](=[CH:24][CH:25]=[CH:26][CH:27]=3)[NH:22][CH:21]=2)[CH3:19])=[O:6])[CH:13]=[CH:12][CH:11]=1)[CH3:17], predict the reactants needed to synthesize it. The reactants are: Cl.Cl.[NH2:3][C@H:4]([C@H:18]([C:20]1[C:28]2[C:23](=[CH:24][CH:25]=[CH:26][CH:27]=2)[NH:22][CH:21]=1)[CH3:19])[C:5]([NH:7][C:8]1[CH:13]=[CH:12][CH:11]=[C:10]([CH2:14][N:15]([CH3:17])[CH3:16])[CH:9]=1)=[O:6].[C:29]1([N:35]2[CH2:40][CH2:39][CH:38]([C:41](O)=[O:42])[CH2:37][CH2:36]2)[CH:34]=[CH:33][CH:32]=[CH:31][CH:30]=1.CCN=C=NCCCN(C)C.C1C=CC2N(O)N=NC=2C=1. (3) The reactants are: [O:1]=[C:2]1[N:6]([CH2:7][C:8]2[CH:17]=[CH:16][C:11]3[NH:12][C:13](=[O:15])[NH:14][C:10]=3[CH:9]=2)[C:5]2[CH:18]=[C:19]([C:22]([OH:24])=O)[CH:20]=[CH:21][C:4]=2[O:3]1.CCN=C=NCCCN(C)C.C1C=CC2N(O)N=NC=2C=1.CN1CCOCC1.[CH3:53][N:54]([CH3:58])[CH2:55][CH2:56][NH2:57]. Given the product [CH3:53][N:54]([CH3:58])[CH2:55][CH2:56][NH:57][C:22]([C:19]1[CH:20]=[CH:21][C:4]2[O:3][C:2](=[O:1])[N:6]([CH2:7][C:8]3[CH:17]=[CH:16][C:11]4[NH:12][C:13](=[O:15])[NH:14][C:10]=4[CH:9]=3)[C:5]=2[CH:18]=1)=[O:24], predict the reactants needed to synthesize it. (4) Given the product [F:20][C:21]1[CH:26]=[CH:25][C:24]([C:27]2[O:28][C:29]3[CH:39]=[C:38]([N:40]([CH3:45])[S:41]([CH3:44])(=[O:42])=[O:43])[C:37]([C:2]4[CH:7]=[N:6][C:5]([O:8][CH3:9])=[C:4]([C:10]5[S:11][C:12]6[CH2:17][CH2:16][C:15](=[O:18])[NH:14][C:13]=6[N:19]=5)[CH:3]=4)=[CH:36][C:30]=3[C:31]=2[C:32]([NH:34][CH3:35])=[O:33])=[CH:23][CH:22]=1, predict the reactants needed to synthesize it. The reactants are: Br[C:2]1[CH:3]=[C:4]([C:10]2[S:11][C:12]3[CH2:17][CH2:16][C:15](=[O:18])[NH:14][C:13]=3[N:19]=2)[C:5]([O:8][CH3:9])=[N:6][CH:7]=1.[F:20][C:21]1[CH:26]=[CH:25][C:24]([C:27]2[O:28][C:29]3[CH:39]=[C:38]([N:40]([CH3:45])[S:41]([CH3:44])(=[O:43])=[O:42])[C:37](B4OC(C)(C)C(C)(C)O4)=[CH:36][C:30]=3[C:31]=2[C:32]([NH:34][CH3:35])=[O:33])=[CH:23][CH:22]=1. (5) Given the product [N:16]1([CH2:15][CH2:14][CH:9]2[CH2:10][CH2:11][CH2:12][CH2:13][NH:8]2)[CH:20]=[CH:19][N:18]=[CH:17]1, predict the reactants needed to synthesize it. The reactants are: C(OC([N:8]1[CH2:13][CH2:12][CH2:11][CH2:10][CH:9]1[CH2:14][CH2:15][N:16]1[CH:20]=[CH:19][N:18]=[CH:17]1)=O)(C)(C)C.OS(O)(=O)=O. (6) Given the product [NH2:15][C:14]([C:13]1[CH:16]=[CH:17][C:18]([Cl:19])=[C:11]([Cl:10])[CH:12]=1)=[CH:8][C:7]#[N:9], predict the reactants needed to synthesize it. The reactants are: CC(C)([O-])C.[K+].[C:7](#[N:9])[CH3:8].[Cl:10][C:11]1[CH:12]=[C:13]([CH:16]=[CH:17][C:18]=1[Cl:19])[C:14]#[N:15]. (7) Given the product [C:13]([OH:16])(=[O:15])[CH3:14].[C:13]([O-:16])(=[O:15])[CH3:14].[Na+:2], predict the reactants needed to synthesize it. The reactants are: [Cl-].[Na+:2].[Cl-].[K+].O.[Cl-].[Ca+2].[Cl-].O.[Cl-].[Mg+2].[Cl-].[C:13]([O-:16])(=[O:15])[CH3:14].[Na+]. (8) Given the product [NH2:15][CH2:14][CH2:13][CH2:12][N:4]1[C:5]2[N:6]=[C:7]([NH:26][CH2:27][CH2:28][CH2:29][CH2:30][C:31]([OH:33])=[O:32])[N:8]=[CH:9][C:10]=2[C:2]([Br:1])=[CH:3]1, predict the reactants needed to synthesize it. The reactants are: [Br:1][C:2]1[C:10]2[CH:9]=[N:8][C:7](Cl)=[N:6][C:5]=2[N:4]([CH2:12][CH2:13][CH2:14][N:15]2C(=O)C3C(=CC=CC=3)C2=O)[CH:3]=1.[NH2:26][CH2:27][CH2:28][CH2:29][CH2:30][C:31]([OH:33])=[O:32]. (9) Given the product [OH:1][CH2:2][CH2:3][NH:4][C:5]([CH:7]1[CH2:12][CH2:11][CH2:10][CH:9]([C:13]2[CH:18]=[CH:17][C:16]([O:19][CH3:20])=[C:15]([O:21][CH3:22])[CH:14]=2)[NH:8]1)=[O:6], predict the reactants needed to synthesize it. The reactants are: [OH:1][CH2:2][CH2:3][NH:4][C:5]([C:7]1[CH:12]=[CH:11][CH:10]=[C:9]([C:13]2[CH:18]=[CH:17][C:16]([O:19][CH3:20])=[C:15]([O:21][CH3:22])[CH:14]=2)[N:8]=1)=[O:6].Cl.